The task is: Predict the reactants needed to synthesize the given product.. This data is from Full USPTO retrosynthesis dataset with 1.9M reactions from patents (1976-2016). (1) Given the product [ClH:18].[Br:1][C:2]1[CH:11]=[C:10]2[C:5]([C:6]([NH:13][CH2:14][CH2:15][CH2:16][CH2:17][Cl:18])=[C:7]([NH:12][C:23](=[O:24])[CH2:22][O:21][CH2:19][CH3:20])[CH:8]=[N:9]2)=[CH:4][CH:3]=1, predict the reactants needed to synthesize it. The reactants are: [Br:1][C:2]1[CH:11]=[C:10]2[C:5]([C:6]([NH:13][CH2:14][CH2:15][CH2:16][CH2:17][Cl:18])=[C:7]([NH2:12])[CH:8]=[N:9]2)=[CH:4][CH:3]=1.[CH2:19]([O:21][CH2:22][C:23](Cl)=[O:24])[CH3:20]. (2) Given the product [Cl:26][C:8]1[N:7]([CH:1]2[CH2:6][CH2:5][CH2:4][CH2:3][CH2:2]2)[C:11]([C:12]2[CH:17]=[CH:16][CH:15]=[CH:14][CH:13]=2)=[C:10]([C:18]([O:20][CH2:21][CH3:22])=[O:19])[N:9]=1, predict the reactants needed to synthesize it. The reactants are: [CH:1]1([N:7]2[C:11]([C:12]3[CH:17]=[CH:16][CH:15]=[CH:14][CH:13]=3)=[C:10]([C:18]([O:20][CH2:21][CH3:22])=[O:19])[NH:9][C:8]2=O)[CH2:6][CH2:5][CH2:4][CH2:3][CH2:2]1.P(Cl)(Cl)([Cl:26])=O. (3) Given the product [Cl:16][C:3]1[CH:2]=[CH:11][C:6]2[C:5](=[CH:10][CH:9]=[CH:8][CH:7]=2)[N:4]=1, predict the reactants needed to synthesize it. The reactants are: O[C:2]1[C:11]2[C:6](=[CH:7][CH:8]=[CH:9][CH:10]=2)[CH:5]=[N:4][C:3]=1[N+]([O-])=O.P(Cl)(Cl)[Cl:16]. (4) Given the product [CH2:1]([S:3][C:4]1[C:5]([C:20]([NH:31][C:30]2[C:25]([NH:24][CH3:23])=[CH:26][N:27]=[C:28]([C:32]([F:35])([F:33])[F:34])[CH:29]=2)=[O:22])=[N:6][CH:7]=[C:8]([O:10][CH2:11][C:12]2[CH:13]=[CH:14][C:15]([O:18][CH3:19])=[CH:16][CH:17]=2)[CH:9]=1)[CH3:2], predict the reactants needed to synthesize it. The reactants are: [CH2:1]([S:3][C:4]1[C:5]([C:20]([OH:22])=O)=[N:6][CH:7]=[C:8]([O:10][CH2:11][C:12]2[CH:17]=[CH:16][C:15]([O:18][CH3:19])=[CH:14][CH:13]=2)[CH:9]=1)[CH3:2].[CH3:23][NH:24][C:25]1[CH:26]=[N:27][C:28]([C:32]([F:35])([F:34])[F:33])=[CH:29][C:30]=1[NH2:31].CCN=C=NCCCN(C)C.Cl. (5) Given the product [CH2:1]([C:3]1[CH:17]=[CH:16][C:6]([O:7][C:8]2[CH:13]=[CH:12][C:11]([O:14][CH2:25][CH2:26][CH2:27][N:28]3[C:32](=[O:33])[C:31]4[C:30](=[CH:37][CH:36]=[CH:35][CH:34]=4)[C:29]3=[O:38])=[CH:10][C:9]=2[F:15])=[C:5]([O:18][CH3:19])[CH:4]=1)[CH3:2], predict the reactants needed to synthesize it. The reactants are: [CH2:1]([C:3]1[CH:17]=[CH:16][C:6]([O:7][C:8]2[CH:13]=[CH:12][C:11]([OH:14])=[CH:10][C:9]=2[F:15])=[C:5]([O:18][CH3:19])[CH:4]=1)[CH3:2].[OH-].[K+].[Na+].[I-].Br[CH2:25][CH2:26][CH2:27][N:28]1[C:32](=[O:33])[C:31]2=[CH:34][CH:35]=[CH:36][CH:37]=[C:30]2[C:29]1=[O:38]. (6) Given the product [CH3:20][O:19][C:13]1[CH:12]=[C:11]([C:4]2[N:3]=[C:2]([NH:21][CH2:22][C:23]3[CH:28]=[CH:27][N:26]=[CH:25][CH:24]=3)[N:7]3[CH:8]=[CH:9][N:10]=[C:6]3[CH:5]=2)[CH:16]=[CH:15][C:14]=1[O:17][CH3:18], predict the reactants needed to synthesize it. The reactants are: Cl[C:2]1[N:7]2[CH:8]=[CH:9][N:10]=[C:6]2[CH:5]=[C:4]([C:11]2[CH:16]=[CH:15][C:14]([O:17][CH3:18])=[C:13]([O:19][CH3:20])[CH:12]=2)[N:3]=1.[NH2:21][CH2:22][C:23]1[CH:28]=[CH:27][N:26]=[CH:25][CH:24]=1.C(N(C(C)C)CC)(C)C. (7) Given the product [F:22][C:23]1[CH:30]=[CH:29][C:26]([CH2:27][N:10]2[C:11]3[C:7](=[CH:6][C:5]([S:2]([CH3:1])(=[O:3])=[O:4])=[CH:13][CH:12]=3)[CH:8]=[C:9]2[C:14]2[CH:19]=[CH:18][N:17]=[CH:16][CH:15]=2)=[CH:25][CH:24]=1, predict the reactants needed to synthesize it. The reactants are: [CH3:1][S:2]([C:5]1[CH:6]=[C:7]2[C:11](=[CH:12][CH:13]=1)[NH:10][C:9]([C:14]1[CH:19]=[CH:18][N:17]=[CH:16][CH:15]=1)=[CH:8]2)(=[O:4])=[O:3].[H-].[Na+].[F:22][C:23]1[CH:30]=[CH:29][C:26]([CH2:27]Br)=[CH:25][CH:24]=1.O. (8) Given the product [O:57]=[S:26]1(=[O:25])[CH2:31][CH2:30][N:29]([CH2:32][C:33]2[CH:34]=[CH:35][C:36]([NH:39][C:40]([C:41]3[CH:42]=[CH:43][C:44]([C:2]4[CH:7]=[CH:6][C:5]([C:8]5[N:12]=[C:11]([C@@H:13]6[CH2:17][CH2:16][CH2:15][N:14]6[C:18]([O:20][C:21]([CH3:24])([CH3:23])[CH3:22])=[O:19])[NH:10][CH:9]=5)=[CH:4][CH:3]=4)=[CH:45][CH:46]=3)=[O:56])=[CH:37][CH:38]=2)[CH2:28][CH2:27]1, predict the reactants needed to synthesize it. The reactants are: Br[C:2]1[CH:7]=[CH:6][C:5]([C:8]2[NH:12][C:11]([C@@H:13]3[CH2:17][CH2:16][CH2:15][N:14]3[C:18]([O:20][C:21]([CH3:24])([CH3:23])[CH3:22])=[O:19])=[N:10][CH:9]=2)=[CH:4][CH:3]=1.[O:25]=[S:26]1(=[O:57])[CH2:31][CH2:30][N:29]([CH2:32][C:33]2[CH:38]=[CH:37][C:36]([NH:39][C:40](=[O:56])[C:41]3[CH:46]=[CH:45][C:44](B4OC(C)(C)C(C)(C)O4)=[CH:43][CH:42]=3)=[CH:35][CH:34]=2)[CH2:28][CH2:27]1.C([O-])([O-])=O.[Cs+].[Cs+].B([O-])[O-].